This data is from Catalyst prediction with 721,799 reactions and 888 catalyst types from USPTO. The task is: Predict which catalyst facilitates the given reaction. (1) Product: [Br:1][C:2]1[CH:3]=[C:4]2[C:8](=[CH:9][CH:10]=1)[N:7]([CH2:23][CH2:24][N:25]1[CH2:29][CH2:28][CH2:27][CH2:26]1)[N:6]=[C:5]2[C:11]([F:14])([F:13])[F:12]. Reactant: [Br:1][C:2]1[CH:3]=[C:4]2[C:8](=[CH:9][CH:10]=1)[NH:7][N:6]=[C:5]2[C:11]([F:14])([F:13])[F:12].C([O-])([O-])=O.[Cs+].[Cs+].Cl.Cl[CH2:23][CH2:24][N:25]1[CH2:29][CH2:28][CH2:27][CH2:26]1. The catalyst class is: 58. (2) Reactant: COC1C=C(C(=O)CC(C2C=CC(OC)=C(OC)C=2O)=O)C=CC=1OC.[Cl-:27].O.[Cl:29][C:30]1C(=O)[C:38]2[C:33](=[C:34](OC)C(OC)=CC=2)[O:32][C:31]=1[C:45]1C=CC(OC)=C(OC)C=1. Product: [Cl:27][CH2:30][Cl:29].[CH:31]([O:32][CH:33]([CH3:38])[CH3:34])([CH3:45])[CH3:30]. The catalyst class is: 12. (3) Reactant: [Cl:1][C:2]1[N:7]=[C:6]([C:8]#[C:9][C:10]2[CH:15]=[CH:14][C:13]([F:16])=[CH:12][C:11]=2[CH2:17][C:18]#[N:19])[CH:5]=[CH:4][N:3]=1.CO. Product: [Cl:1][C:2]1[N:7]=[C:6]([CH2:8][CH2:9][C:10]2[CH:15]=[CH:14][C:13]([F:16])=[CH:12][C:11]=2[CH2:17][C:18]#[N:19])[CH:5]=[CH:4][N:3]=1. The catalyst class is: 78. (4) Reactant: [C:1]([OH:11])(=[O:10])[C@@H:2]([C:4]1[CH:9]=[CH:8][CH:7]=[CH:6][CH:5]=1)[OH:3].O1[B:17]([C@@H:18]([NH:23][C:24](=[O:42])[C@@H:25]([NH:33][C:34]([C:36]2[CH:41]=[N:40][CH:39]=[CH:38][N:37]=2)=[O:35])[CH2:26][C:27]2[CH:32]=[CH:31][CH:30]=[CH:29][CH:28]=2)[CH2:19][CH:20]([CH3:22])[CH3:21])O[B:17]([C@@H:18]([NH:23][C:24](=[O:42])[C@@H:25]([NH:33][C:34]([C:36]2[CH:41]=[N:40][CH:39]=[CH:38][N:37]=2)=[O:35])[CH2:26][C:27]2[CH:32]=[CH:31][CH:30]=[CH:29][CH:28]=2)[CH2:19][CH:20]([CH3:22])[CH3:21])O[B:17]1[C@@H:18]([NH:23][C:24](=[O:42])[C@@H:25]([NH:33][C:34]([C:36]1[CH:41]=[N:40][CH:39]=[CH:38][N:37]=1)=[O:35])[CH2:26][C:27]1[CH:32]=[CH:31][CH:30]=[CH:29][CH:28]=1)[CH2:19][CH:20]([CH3:22])[CH3:21]. Product: [CH2:26]([C@H:25]([NH:33][C:34]([C:36]1[CH:41]=[N:40][CH:39]=[CH:38][N:37]=1)=[O:35])[C:24]([NH:23][C@H:18]([B:17]1[O:10][C:1](=[O:11])[C@@H:2]([C:4]2[CH:9]=[CH:8][CH:7]=[CH:6][CH:5]=2)[O:3]1)[CH2:19][CH:20]([CH3:22])[CH3:21])=[O:42])[C:27]1[CH:32]=[CH:31][CH:30]=[CH:29][CH:28]=1. The catalyst class is: 25. (5) Reactant: [CH2:1]([N:8]1[CH2:13][CH2:12][CH2:11][CH2:10][C:9]1=O)[C:2]1[CH:7]=[CH:6][CH:5]=[CH:4][CH:3]=1.[NH:15]1[CH2:20][CH2:19][O:18][CH2:17][CH2:16]1.C1(C)C=CC=CC=1.[ClH:28]. Product: [ClH:28].[ClH:28].[C:2]1([CH2:1][N:8]2[CH2:13][CH2:12][CH:11]([N:15]3[CH2:20][CH2:19][O:18][CH2:17][CH2:16]3)[CH2:10][CH2:9]2)[CH:7]=[CH:6][CH:5]=[CH:4][CH:3]=1. The catalyst class is: 6. (6) Reactant: [OH:1][CH:2]1[CH2:7][CH:6]2[N:8]([C:9]([O:11][CH2:12][C:13]3[CH:18]=[CH:17][CH:16]=[CH:15][CH:14]=3)=[O:10])[CH:3]1[CH2:4][C@H:5]2[C:19]([O:21][CH2:22][CH3:23])=[O:20].CC(OI1(OC(C)=O)(OC(C)=O)OC(=O)C2C=CC=CC1=2)=O. Product: [O:1]=[C:2]1[CH2:7][CH:6]2[N:8]([C:9]([O:11][CH2:12][C:13]3[CH:18]=[CH:17][CH:16]=[CH:15][CH:14]=3)=[O:10])[CH:3]1[CH2:4][C@H:5]2[C:19]([O:21][CH2:22][CH3:23])=[O:20]. The catalyst class is: 2. (7) Reactant: [OH:1][C@@H:2]([C@@H:16]([NH:24][C:25](=[O:49])[C:26]1[CH:31]=[C:30]([C:32](=[O:42])[NH:33][C@@H:34]([C:36]2[CH:41]=[CH:40][CH:39]=[CH:38][CH:37]=2)[CH3:35])[CH:29]=[C:28]([N:43]([CH3:48])[S:44]([CH3:47])(=[O:46])=[O:45])[CH:27]=1)[CH2:17][C:18]1[CH:23]=[CH:22][CH:21]=[CH:20][CH:19]=1)[CH2:3][NH:4][CH2:5][C:6]1[CH:7]=[C:8]([CH:13]=[CH:14][CH:15]=1)[C:9](OC)=[O:10].CC(C[Al]CC(C)C)C. Product: [OH:1][C@H:2]([CH2:3][NH:4][CH2:5][C:6]1[CH:15]=[CH:14][CH:13]=[C:8]([CH2:9][OH:10])[CH:7]=1)[C@@H:16]([NH:24][C:25](=[O:49])[C:26]1[CH:27]=[C:28]([N:43]([CH3:48])[S:44]([CH3:47])(=[O:45])=[O:46])[CH:29]=[C:30]([C:32]([NH:33][C@@H:34]([C:36]2[CH:37]=[CH:38][CH:39]=[CH:40][CH:41]=2)[CH3:35])=[O:42])[CH:31]=1)[CH2:17][C:18]1[CH:19]=[CH:20][CH:21]=[CH:22][CH:23]=1. The catalyst class is: 2. (8) Reactant: Cl[CH2:2][CH2:3][CH2:4][N:5]1[C:14]2[C:9](=[CH:10][C:11]([F:16])=[C:12]([F:15])[CH:13]=2)[CH2:8][CH2:7][C:6]1=[O:17].[NH:18]1[CH2:23][CH2:22][CH:21]([CH2:24][O:25][C:26](=[O:31])[C:27]([CH3:30])([CH3:29])[CH3:28])[CH2:20][CH2:19]1.C([O-])([O-])=O.[Cs+].[Cs+].O. Product: [F:16][C:11]1[CH:10]=[C:9]2[C:14](=[CH:13][C:12]=1[F:15])[N:5]([CH2:4][CH2:3][CH2:2][N:18]1[CH2:23][CH2:22][CH:21]([CH2:24][O:25][C:26](=[O:31])[C:27]([CH3:29])([CH3:28])[CH3:30])[CH2:20][CH2:19]1)[C:6](=[O:17])[CH2:7][CH2:8]2. The catalyst class is: 3. (9) The catalyst class is: 5. Product: [OH:9][CH2:10][CH2:11][CH2:12][CH2:13][N:14]1[CH:18]=[C:17]([C:19]([NH:20][CH2:21][C:22]2[CH:27]=[CH:26][CH:25]=[CH:24][N:23]=2)=[O:28])[N:16]=[N:15]1. Reactant: C([O:9][CH2:10][CH2:11][CH2:12][CH2:13][N:14]1[CH:18]=[C:17]([C:19](=[O:28])[NH:20][CH2:21][C:22]2[CH:27]=[CH:26][CH:25]=[CH:24][N:23]=2)[N:16]=[N:15]1)(=O)C1C=CC=CC=1.C([O-])([O-])=O.[K+].[K+].